From a dataset of Forward reaction prediction with 1.9M reactions from USPTO patents (1976-2016). Predict the product of the given reaction. (1) The product is: [CH:7]1([C:5]2[C:15]3[C:10](=[CH:11][C:12]([O:34][CH3:35])=[C:13]([C:16]4[N:17]=[N:18][C:19]([N:22]([CH3:33])[CH:23]5[CH2:28][C:27]([CH3:29])([CH3:30])[NH:26][C:25]([CH3:31])([CH3:32])[CH2:24]5)=[CH:20][CH:21]=4)[CH:14]=3)[CH:2]=[CH:3][N:4]=2)[CH2:9][CH2:8]1. Given the reactants O[CH:2]([C:10]1[CH:15]=[CH:14][C:13]([C:16]2[N:17]=[N:18][C:19]([N:22]([CH3:33])[CH:23]3[CH2:28][C:27]([CH3:30])([CH3:29])[NH:26][C:25]([CH3:32])([CH3:31])[CH2:24]3)=[CH:20][CH:21]=2)=[C:12]([O:34][CH3:35])[CH:11]=1)[CH2:3][NH:4][C:5]([CH:7]1[CH2:9][CH2:8]1)=O.P(Cl)(Cl)(Cl)=O.C1(C)C=CC=CC=1, predict the reaction product. (2) Given the reactants [Br:1][C:2]1[CH:17]=[CH:16][C:5]2=[C:6]([CH2:14][OH:15])[CH:7]=[C:8]3[C:13]([CH:12]=[N:11][CH:10]=[CH:9]3)=[C:4]2[CH:3]=1.CC(OI1(OC(C)=O)(OC(C)=O)OC(=O)C2C=CC=CC1=2)=O, predict the reaction product. The product is: [Br:1][C:2]1[CH:17]=[CH:16][C:5]2=[C:6]([CH:14]=[O:15])[CH:7]=[C:8]3[C:13]([CH:12]=[N:11][CH:10]=[CH:9]3)=[C:4]2[CH:3]=1. (3) Given the reactants C(=O)=[O:2].[O:4]=[CH:5][CH2:6][C@H:7]([C@@H:9]([C@@H:11]([CH2:13][OH:14])[OH:12])[OH:10])[OH:8], predict the reaction product. The product is: [O:4]=[CH:5][C@@H:6]([C@H:7]([C@@H:9]([C@@H:11]([CH2:13][OH:14])[OH:12])[OH:10])[OH:8])[OH:2]. (4) Given the reactants [NH2:1][C:2]1[CH:7]=[CH:6][CH:5]=[CH:4][C:3]=1[NH:8][C:9]([C:11]1[S:15][C:14]([N:16]2[CH2:21][CH2:20][N:19](C(OC(C)(C)C)=O)[CH2:18][CH2:17]2)=[N:13][CH:12]=1)=[O:10].Cl, predict the reaction product. The product is: [NH2:1][C:2]1[CH:7]=[CH:6][CH:5]=[CH:4][C:3]=1[NH:8][C:9]([C:11]1[S:15][C:14]([N:16]2[CH2:17][CH2:18][NH:19][CH2:20][CH2:21]2)=[N:13][CH:12]=1)=[O:10]. (5) Given the reactants [CH3:1][S:2][CH2:3][C:4]1[S:8][C:7]([C:9]([F:12])([F:11])[F:10])=[N:6][CH:5]=1.[N:13]#[C:14][NH2:15].C(O)(=O)C.C(O)(=O)C.IC1C=CC=CC=1, predict the reaction product. The product is: [CH3:1][S:2]([CH2:3][C:4]1[S:8][C:7]([C:9]([F:12])([F:10])[F:11])=[N:6][CH:5]=1)=[N:15][C:14]#[N:13]. (6) The product is: [Br:8][C:9]1[C:10]([O:7][CH2:6][CH:3]2[CH2:5][CH2:4]2)=[N:11][CH:12]=[C:13]([N+:15]([O-:17])=[O:16])[CH:14]=1.[Br:8][C:9]1[C:10]([Cl:18])=[N:11][CH:12]=[C:13]([N+:15]([O-:17])=[O:16])[CH:14]=1. Given the reactants [H-].[Na+].[CH:3]1([CH2:6][OH:7])[CH2:5][CH2:4]1.[Br:8][C:9]1[C:10]([Cl:18])=[N:11][CH:12]=[C:13]([N+:15]([O-:17])=[O:16])[CH:14]=1.O, predict the reaction product. (7) Given the reactants [CH3:1][S:2]([O:5][CH2:6][C:7]1[N:8]([CH2:17][CH2:18][S:19]([CH2:22]C)(=[O:21])=[O:20])[C:9]2[C:14]([CH:15]=1)=[CH:13][C:12]([Cl:16])=[CH:11]C=2)(=[O:4])=[O:3].ClC1C=C2C=C(C(OC)=O)NC2=[N:29]C=1.CS(C=C)(=O)=O.C(S(CC)(=O)=O)C, predict the reaction product. The product is: [CH3:1][S:2]([O:5][CH2:6][C:7]1[N:8]([CH2:17][CH2:18][S:19]([CH3:22])(=[O:21])=[O:20])[C:9]2=[N:29][CH:11]=[C:12]([Cl:16])[CH:13]=[C:14]2[CH:15]=1)(=[O:4])=[O:3]. (8) Given the reactants [NH2:1][C:2]1[CH:11]=[C:10]([Br:12])[C:9]([F:13])=[CH:8][C:3]=1[C:4](OC)=[O:5].O.[CH:15]([NH2:17])=O, predict the reaction product. The product is: [Br:12][C:10]1[CH:11]=[C:2]2[C:3]([C:4](=[O:5])[NH:17][CH:15]=[N:1]2)=[CH:8][C:9]=1[F:13]. (9) Given the reactants [CH3:1][C:2](C)([O-:4])[CH3:3].[K+].C([Li])[CH2:8][CH2:9][CH3:10].[CH:12](Br)([CH3:14])[CH3:13].[CH3:16]CCCCCC, predict the reaction product. The product is: [CH2:16]([C:1]1[CH:14]=[CH:12][CH:13]=[CH:3][C:2]=1[OH:4])[CH:9]([CH3:8])[CH3:10]. (10) Given the reactants O[CH2:2][C@H:3]1[CH2:6][C@H:5]([NH:7][C:8](=[O:14])[O:9][C:10]([CH3:13])([CH3:12])[CH3:11])[CH2:4]1.N1C=CN=C1.C1(P(C2C=CC=CC=2)C2C=CC=CC=2)C=CC=CC=1.[I:39]I, predict the reaction product. The product is: [I:39][CH2:2][C@H:3]1[CH2:6][C@H:5]([NH:7][C:8](=[O:14])[O:9][C:10]([CH3:13])([CH3:12])[CH3:11])[CH2:4]1.